From a dataset of Catalyst prediction with 721,799 reactions and 888 catalyst types from USPTO. Predict which catalyst facilitates the given reaction. (1) Reactant: Br[C:2]1[CH:3]=[CH:4][C:5]2[O:11][CH2:10][CH2:9][N:8]3[CH:12]=[C:13]([C:15]4[N:19]([C:20]5[CH:25]=[CH:24][CH:23]=[CH:22][C:21]=5[Cl:26])[N:18]=[C:17]([NH2:27])[N:16]=4)[N:14]=[C:7]3[C:6]=2[CH:28]=1.[C:29]1(B(O)O)[CH:34]=[CH:33][CH:32]=[CH:31][CH:30]=1.C([O-])([O-])=O.[Cs+].[Cs+].O. Product: [Cl:26][C:21]1[CH:22]=[CH:23][CH:24]=[CH:25][C:20]=1[N:19]1[C:15]([C:13]2[N:14]=[C:7]3[C:6]4[CH:28]=[C:2]([C:29]5[CH:34]=[CH:33][CH:32]=[CH:31][CH:30]=5)[CH:3]=[CH:4][C:5]=4[O:11][CH2:10][CH2:9][N:8]3[CH:12]=2)=[N:16][C:17]([NH2:27])=[N:18]1. The catalyst class is: 12. (2) Reactant: [Br:1][C:2]1[CH:10]=[CH:9][C:5]([C:6](O)=O)=[CH:4][CH:3]=1.[NH2:11][C:12]1[CH:17]=[CH:16][CH:15]=[CH:14][C:13]=1[SH:18].P(Cl)(Cl)Cl.C([O-])(O)=O.[Na+]. Product: [Br:1][C:2]1[CH:10]=[CH:9][C:5]([C:6]2[S:18][C:13]3[CH:14]=[CH:15][CH:16]=[CH:17][C:12]=3[N:11]=2)=[CH:4][CH:3]=1. The catalyst class is: 11. (3) Reactant: [CH2:1]([NH:8][C:9]1[C:14]2=[C:15]([C:18]3[CH:23]=[CH:22][CH:21]=[CH:20][CH:19]=3)[CH:16]=[CH:17][N:13]2[N:12]=[C:11]([C:24]2[CH:25]=[C:26]([S:40]([NH:43]C(C)(C)C)(=[O:42])=[O:41])[C:27]([O:30]CC3C=CC(OC)=CC=3)=[N:28][CH:29]=2)[N:10]=1)[C:2]1[CH:7]=[CH:6][CH:5]=[CH:4][CH:3]=1. Product: [CH2:1]([NH:8][C:9]1[C:14]2=[C:15]([C:18]3[CH:19]=[CH:20][CH:21]=[CH:22][CH:23]=3)[CH:16]=[CH:17][N:13]2[N:12]=[C:11]([C:24]2[CH:25]=[C:26]([S:40]([NH2:43])(=[O:42])=[O:41])[C:27]([OH:30])=[N:28][CH:29]=2)[N:10]=1)[C:2]1[CH:7]=[CH:6][CH:5]=[CH:4][CH:3]=1. The catalyst class is: 67.